This data is from Full USPTO retrosynthesis dataset with 1.9M reactions from patents (1976-2016). The task is: Predict the reactants needed to synthesize the given product. (1) Given the product [CH3:45][N:44]1[C:40]([C:38]([NH:37][C:35]2[CH:36]=[C:31]([O:30][C:27]3[CH:28]=[CH:29][C:24]4[N:25]([CH:48]=[C:22]([NH:21][C:6](=[O:8])[CH2:5][S:2]([CH3:1])(=[O:4])=[O:3])[N:23]=4)[N:26]=3)[CH:32]=[CH:33][C:34]=2[CH3:47])=[O:39])=[CH:41][C:42]([CH3:46])=[N:43]1, predict the reactants needed to synthesize it. The reactants are: [CH3:1][S:2]([CH2:5][C:6]([OH:8])=O)(=[O:4])=[O:3].O1CCCC1.C(Cl)(=O)C(Cl)=O.Cl.[NH2:21][C:22]1[N:23]=[C:24]2[CH:29]=[CH:28][C:27]([O:30][C:31]3[CH:32]=[CH:33][C:34]([CH3:47])=[C:35]([NH:37][C:38]([C:40]4[N:44]([CH3:45])[N:43]=[C:42]([CH3:46])[CH:41]=4)=[O:39])[CH:36]=3)=[N:26][N:25]2[CH:48]=1. (2) Given the product [Br:1][C:2]1[CH:3]=[C:4]([S:12][C:13]2[CH:14]=[CH:15][CH:16]=[CH:17][CH:18]=2)[C:5]([NH:8][C:9]2[S:10][CH:27]=[C:28]([CH3:29])[N:11]=2)=[N:6][CH:7]=1, predict the reactants needed to synthesize it. The reactants are: [Br:1][C:2]1[CH:3]=[C:4]([S:12][C:13]2[CH:18]=[CH:17][CH:16]=[CH:15][CH:14]=2)[C:5]([NH:8][C:9]([NH2:11])=[S:10])=[N:6][CH:7]=1.C(N(CC)CC)C.Cl[CH2:27][C:28](=O)[CH3:29].CCO. (3) Given the product [C:15]([C:16]1[NH:5][C:9](=[O:13])[C:10]([C:11]#[N:12])=[C:21]([C:22]2[CH:29]=[CH:28][C:25]([CH3:26])=[CH:24][CH:23]=2)[CH:17]=1)([CH3:20])([CH3:19])[CH3:14], predict the reactants needed to synthesize it. The reactants are: C([O-])(=O)C.[NH4+:5].C(O[C:9](=[O:13])[CH2:10][C:11]#[N:12])C.[CH3:14][C:15]([CH3:20])([CH3:19])[C:16](=O)[CH3:17].[CH3:21][C:22]1[CH:29]=[CH:28][C:25]([CH:26]=O)=[CH:24][CH:23]=1. (4) Given the product [CH3:1][C:2]1[C:3]([CH3:22])=[CH:4][C:5]2[N:14]([CH2:15][C:16]([NH:23][CH2:24][CH2:25][P:26](=[O:27])([OH:33])[OH:30])=[O:18])[C:13]3[C:8]([C:9](=[O:20])[NH:10][C:11](=[O:19])[N:12]=3)=[N:7][C:6]=2[CH:21]=1, predict the reactants needed to synthesize it. The reactants are: [CH3:1][C:2]1[C:3]([CH3:22])=[CH:4][C:5]2[N:14]([CH2:15][C:16]([OH:18])=O)[C:13]3[C:8]([C:9](=[O:20])[NH:10][C:11](=[O:19])[N:12]=3)=[N:7][C:6]=2[CH:21]=1.[NH2:23][CH2:24][CH2:25][P:26](=[O:33])([O:30]CC)[O:27]CC.CCN(C(C)C)C(C)C.CN(C(ON1N=NC2C=CC=NC1=2)=[N+](C)C)C.F[P-](F)(F)(F)(F)F.